Dataset: Full USPTO retrosynthesis dataset with 1.9M reactions from patents (1976-2016). Task: Predict the reactants needed to synthesize the given product. (1) Given the product [C:38]([NH:1][C:2]1[CH:3]=[CH:4][C:5]([N:8]2[CH:12]=[C:11]([CH2:13][CH2:14][CH2:15][O:16][C:17]3[C:22]([O:23][CH3:24])=[CH:21][CH:20]=[CH:19][C:18]=3[CH2:25][C:26]([OH:28])=[O:27])[C:10]([CH:30]([CH3:31])[CH3:32])=[N:9]2)=[N:6][CH:7]=1)(=[O:40])[CH3:39], predict the reactants needed to synthesize it. The reactants are: [NH2:1][C:2]1[CH:3]=[CH:4][C:5]([N:8]2[CH:12]=[C:11]([CH2:13][CH2:14][CH2:15][O:16][C:17]3[C:22]([O:23][CH3:24])=[CH:21][CH:20]=[CH:19][C:18]=3[CH2:25][C:26]([O:28]C)=[O:27])[C:10]([CH:30]([CH3:32])[CH3:31])=[N:9]2)=[N:6][CH:7]=1.CN(C)C=O.[C:38](OC(=O)C)(=[O:40])[CH3:39]. (2) Given the product [OH:16][C:13]1[CH:14]=[C:15]2[C:10](=[CH:11][C:12]=1[O:17][CH3:18])[N:9]=[CH:8][N:7]=[C:6]2[O:5][C:4]1[CH:3]=[C:2]([NH:1][C:33]([NH:32][C:29]2[CH:28]=[C:27]([C:24]([CH3:26])([CH3:25])[C:23]([F:43])([F:42])[F:22])[O:31][N:30]=2)=[O:34])[CH:21]=[CH:20][CH:19]=1, predict the reactants needed to synthesize it. The reactants are: [NH2:1][C:2]1[CH:3]=[C:4]([CH:19]=[CH:20][CH:21]=1)[O:5][C:6]1[C:15]2[C:10](=[CH:11][C:12]([O:17][CH3:18])=[C:13]([OH:16])[CH:14]=2)[N:9]=[CH:8][N:7]=1.[F:22][C:23]([F:43])([F:42])[C:24]([C:27]1[O:31][N:30]=[C:29]([NH:32][C:33](=O)[O:34]C2C=CC=CC=2)[CH:28]=1)([CH3:26])[CH3:25]. (3) Given the product [C:1]([C:3]1[CH:4]=[CH:5][C:6]([O:7][CH2:8][CH:9]([NH:10][C:12](=[O:13])[O:14][C:15]([CH3:16])([CH3:17])[CH3:18])[CH2:11][N:28]2[CH2:29][CH:30]3[CH2:36][CH:34]([CH2:33][N:32]([C:37]([N:39]4[CH2:40][CH2:41][CH2:42][CH2:43][CH2:44]4)=[O:38])[CH2:31]3)[CH2:35]2)=[CH:19][CH:20]=1)#[N:2], predict the reactants needed to synthesize it. The reactants are: [C:1]([C:3]1[CH:20]=[CH:19][C:6]([O:7][CH2:8][CH:9]2[CH2:11][N:10]2[C:12]([O:14][C:15]([CH3:18])([CH3:17])[CH3:16])=[O:13])=[CH:5][CH:4]=1)#[N:2].C([N:28]1[CH2:35][CH:34]2[CH2:36][CH:30]([CH2:31][N:32]([C:37]([N:39]3[CH2:44][CH2:43][CH2:42][CH2:41][CH2:40]3)=[O:38])[CH2:33]2)[CH2:29]1)C1C=CC=CC=1.